This data is from Full USPTO retrosynthesis dataset with 1.9M reactions from patents (1976-2016). The task is: Predict the reactants needed to synthesize the given product. Given the product [C:21]([C:25]1[CH:54]=[CH:53][C:28]([C:29]([NH:31][C@@H:32]([CH2:38][C:39]2[CH:44]=[CH:43][C:42]([B:11]3[O:12][C:13]([CH3:18])([CH3:19])[C:14]([CH3:16])([CH3:17])[O:15]3)=[CH:41][CH:40]=2)[CH2:33][C:34]([O:36][CH3:37])=[O:35])=[O:30])=[CH:27][CH:26]=1)([CH3:24])([CH3:22])[CH3:23], predict the reactants needed to synthesize it. The reactants are: N#N.[CH3:18][C:13]1([CH3:19])[C:14]([CH3:17])([CH3:16])[O:15][B:11]([B:11]2[O:15][C:14]([CH3:17])([CH3:16])[C:13]([CH3:19])([CH3:18])[O:12]2)[O:12]1.[C:21]([C:25]1[CH:54]=[CH:53][C:28]([C:29]([NH:31][C@@H:32]([CH2:38][C:39]2[CH:44]=[CH:43][C:42](OS(C(F)(F)F)(=O)=O)=[CH:41][CH:40]=2)[CH2:33][C:34]([O:36][CH3:37])=[O:35])=[O:30])=[CH:27][CH:26]=1)([CH3:24])([CH3:23])[CH3:22].CC([O-])=O.[K+].